This data is from Forward reaction prediction with 1.9M reactions from USPTO patents (1976-2016). The task is: Predict the product of the given reaction. Given the reactants [C:1]([C:3]([CH3:33])([CH3:32])[C:4]1[CH:9]=[CH:8][C:7]([NH:10][C:11](=[O:22])[C:12]2[CH:17]=[CH:16][C:15]([O:18][CH3:19])=[C:14]([O:20][CH3:21])[CH:13]=2)=[CH:6][C:5]=1B1OC(C)(C)C(C)(C)O1)#[N:2].Br[C:35]1[CH:40]=[CH:39][CH:38]=[CH:37][N:36]=1.C([O-])([O-])=O.[K+].[K+], predict the reaction product. The product is: [C:1]([C:3]([CH3:33])([CH3:32])[C:4]1[CH:9]=[CH:8][C:7]([NH:10][C:11](=[O:22])[C:12]2[CH:17]=[CH:16][C:15]([O:18][CH3:19])=[C:14]([O:20][CH3:21])[CH:13]=2)=[CH:6][C:5]=1[C:35]1[CH:40]=[CH:39][CH:38]=[CH:37][N:36]=1)#[N:2].